From a dataset of CYP2C19 inhibition data for predicting drug metabolism from PubChem BioAssay. Regression/Classification. Given a drug SMILES string, predict its absorption, distribution, metabolism, or excretion properties. Task type varies by dataset: regression for continuous measurements (e.g., permeability, clearance, half-life) or binary classification for categorical outcomes (e.g., BBB penetration, CYP inhibition). Dataset: cyp2c19_veith. (1) The compound is COc1ccc(C(=O)N/N=C(\C)Cn2nc([N+](=O)[O-])cc2C)cc1. The result is 0 (non-inhibitor). (2) The molecule is O=C(c1ccncc1)N1CCC2(CC1)CN(c1ccncc1)C2. The result is 1 (inhibitor). (3) The compound is CCCC[C@@H]1C[C@H]1C(NC(=O)c1cccs1)c1ccccc1C(F)(F)F. The result is 1 (inhibitor). (4) The drug is CCOc1ccc(N2C(=O)CC(Sc3nc(-c4cccs4)cc(C(F)(F)F)c3C#N)C2=O)cc1. The result is 1 (inhibitor).